Dataset: Reaction yield outcomes from USPTO patents with 853,638 reactions. Task: Predict the reaction yield, written as a fraction of the theoretical maximum amount of product (1.0 means a 100% yield; for example, 0.34 means a 34% yield). The reactants are [NH2:1][C:2]1[C:7]2=[C:8]([C:23]3[CH:24]=[CH:25][C:26]4[C:30]([CH:31]=3)=[N:29][N:28]([CH2:32][C:33]3[CH:38]=[CH:37][CH:36]=[CH:35][CH:34]=3)[CH:27]=4)[CH:9]=[C:10]([CH2:11][CH2:12][CH2:13][NH:14][CH2:15][CH:16]3[CH2:19][N:18](C(O)=O)[CH2:17]3)[N:6]2[N:5]=[CH:4][N:3]=1.FC(F)(F)C(O)=O. The catalyst is C(Cl)Cl. The product is [NH:18]1[CH2:19][CH:16]([CH2:15][NH:14][CH2:13][CH2:12][CH2:11][C:10]2[N:6]3[C:7]([C:2]([NH2:1])=[N:3][CH:4]=[N:5]3)=[C:8]([C:23]3[CH:24]=[CH:25][C:26]4[C:30]([CH:31]=3)=[N:29][N:28]([CH2:32][C:33]3[CH:38]=[CH:37][CH:36]=[CH:35][CH:34]=3)[CH:27]=4)[CH:9]=2)[CH2:17]1. The yield is 0.0900.